Dataset: Experimentally validated miRNA-target interactions with 360,000+ pairs, plus equal number of negative samples. Task: Binary Classification. Given a miRNA mature sequence and a target amino acid sequence, predict their likelihood of interaction. The miRNA is hsa-miR-5693 with sequence GCAGUGGCUCUGAAAUGAACUC. The protein sequence of the target gene is MLSVRVAAAVVRALPRRAGLVSRNALGSSFIAARNFHASNTHLQKTGTAEMSSILEERILGADTSVDLEETGRVLSIGDGIARVHGLRNVQAEEMVEFSSGLKGMSLNLEPDNVGVVVFGNDKLIKEGDIVKRTGAIVDVPVGEELLGRVVDALGNAIDGKGPIGSKTRRRVGLKAPGIIPRISVREPMQTGIKAVDSLVPIGRGQRELIIGDRQTGKTSIAIDTIINQKRFNDGSDEKKKLYCIYVAIGQKRSTVAQLVKRLTDADAMKYTIVVSATASDAAPLQYLAPYSGCSMGEYF.... Result: 1 (interaction).